This data is from Forward reaction prediction with 1.9M reactions from USPTO patents (1976-2016). The task is: Predict the product of the given reaction. (1) Given the reactants [NH2:1][C:2]1[CH:36]=[CH:35][C:5]([CH2:6][N:7]([CH2:14][C:15]2[CH:34]=[CH:33][C:18](/[CH:19]=[CH:20]/[C@@H:21]3[CH2:25][CH2:24][CH2:23][N:22]3[C:26]([O:28][C:29]([CH3:32])([CH3:31])[CH3:30])=[O:27])=[CH:17][CH:16]=2)[C:8]2[CH:13]=[CH:12][CH:11]=[CH:10][CH:9]=2)=[CH:4][CH:3]=1.[C:37]([O:41][C:42]([N:44]1[CH2:48][CH2:47][CH2:46][C@H:45]1[C:49](O)=[O:50])=[O:43])([CH3:40])([CH3:39])[CH3:38], predict the reaction product. The product is: [C:29]([O:28][C:26]([N:22]1[CH2:23][CH2:24][CH2:25][C@H:21]1/[CH:20]=[CH:19]/[C:18]1[CH:33]=[CH:34][C:15]([CH2:14][N:7]([CH2:6][C:5]2[CH:35]=[CH:36][C:2]([NH:1][C:49]([C@@H:45]3[CH2:46][CH2:47][CH2:48][N:44]3[C:42]([O:41][C:37]([CH3:40])([CH3:39])[CH3:38])=[O:43])=[O:50])=[CH:3][CH:4]=2)[C:8]2[CH:9]=[CH:10][CH:11]=[CH:12][CH:13]=2)=[CH:16][CH:17]=1)=[O:27])([CH3:31])([CH3:32])[CH3:30]. (2) Given the reactants C(OC(=O)[NH:7][C:8]1[C:9]([CH3:35])=[N:10][O:11][C:12]=1[C:13]1[CH:18]=[CH:17][C:16]([C:19]2[CH:24]=[CH:23][C:22]([C:25]3([C:28]([NH:30][S:31]([CH3:34])(=[O:33])=[O:32])=[O:29])[CH2:27][CH2:26]3)=[CH:21][CH:20]=2)=[CH:15][CH:14]=1)(C)(C)C.C(O)(C(F)(F)F)=O.CCOC(C)=O.C([O-])(O)=O.[Na+], predict the reaction product. The product is: [NH2:7][C:8]1[C:9]([CH3:35])=[N:10][O:11][C:12]=1[C:13]1[CH:14]=[CH:15][C:16]([C:19]2[CH:20]=[CH:21][C:22]([C:25]3([C:28]([NH:30][S:31]([CH3:34])(=[O:33])=[O:32])=[O:29])[CH2:27][CH2:26]3)=[CH:23][CH:24]=2)=[CH:17][CH:18]=1. (3) Given the reactants CS(Cl)(=O)=O.O[CH:7]([C@H:14]1[CH2:18][N:17]([C@@H:19]([C:21]2[CH:26]=[CH:25][CH:24]=[CH:23][CH:22]=2)[CH3:20])[C:16](=[O:27])[CH2:15]1)[C:8]1[CH:13]=[CH:12][CH:11]=[CH:10][CH:9]=1.C(O)(=O)CC(CC(O)=O)(C(O)=O)O.[N-:41]=[N+:42]=[N-:43].[Na+], predict the reaction product. The product is: [N:41]([CH:7]([C@H:14]1[CH2:18][N:17]([C@@H:19]([C:21]2[CH:26]=[CH:25][CH:24]=[CH:23][CH:22]=2)[CH3:20])[C:16](=[O:27])[CH2:15]1)[C:8]1[CH:13]=[CH:12][CH:11]=[CH:10][CH:9]=1)=[N+:42]=[N-:43]. (4) Given the reactants Br[C:2]1[C:3]([NH:14][C:15]2[C:24]3[C:19](=[CH:20][C:21]([F:26])=[CH:22][C:23]=3[F:25])[N:18]=[C:17]([C:27]3[CH:32]=[CH:31][CH:30]=[CH:29][N:28]=3)[C:16]=2[CH3:33])=[CH:4][C:5]([N:8]2[CH2:13][CH2:12][O:11][CH2:10][CH2:9]2)=[N:6][CH:7]=1.[OH:34][C:35]1[CH:36]=[C:37](B(O)O)[CH:38]=[CH:39][CH:40]=1.C1(P(C2CCCCC2)C2CCCCC2)CCCCC1.[O-]P([O-])([O-])=O.[K+].[K+].[K+], predict the reaction product. The product is: [F:25][C:23]1[CH:22]=[C:21]([F:26])[CH:20]=[C:19]2[C:24]=1[C:15]([NH:14][C:3]1[CH:4]=[C:5]([N:8]3[CH2:13][CH2:12][O:11][CH2:10][CH2:9]3)[N:6]=[CH:7][C:2]=1[C:39]1[CH:40]=[C:35]([OH:34])[CH:36]=[CH:37][CH:38]=1)=[C:16]([CH3:33])[C:17]([C:27]1[CH:32]=[CH:31][CH:30]=[CH:29][N:28]=1)=[N:18]2. (5) The product is: [C:1]([O:5][C:6]([N:8]1[CH2:12][CH2:11][CH2:10][CH:9]1[C:14]1[NH:15][C:16]([C:19]2[CH:24]=[CH:23][C:22]([C:82]3[CH:81]=[CH:80][C:79]4[C:84](=[CH:85][CH:86]=[C:77]([C:74]5[NH:73][C:72]([CH:67]6[CH2:68][C:69](=[CH2:71])[CH2:70][N:66]6[C:64](=[O:65])[CH:60]([NH:59][C:58]([O:57][CH3:56])=[O:88])[CH:61]([CH3:63])[CH3:62])=[N:76][CH:75]=5)[CH:78]=4)[CH:83]=3)=[CH:21][CH:20]=2)=[CH:17][N:18]=1)=[O:7])([CH3:4])([CH3:2])[CH3:3]. Given the reactants [C:1]([O:5][C:6]([N:8]1[CH2:12][C:11](=C)[CH2:10][CH:9]1[C:14]1[NH:15][C:16]([C:19]2[CH:24]=[CH:23][C:22](C3C=CC4C(=CC=C(C5NC(C6CCCN6C(=O)C(NC(OC)=O)C(C)C)=NC=5)C=4)C=3)=[CH:21][CH:20]=2)=[CH:17][N:18]=1)=[O:7])([CH3:4])([CH3:3])[CH3:2].[CH3:56][O:57][C:58](=[O:88])[NH:59][CH:60]([C:64]([N:66]1[CH2:70][C:69](=[CH2:71])[CH2:68][CH:67]1[C:72]1[NH:73][C:74]([C:77]2[CH:86]=[CH:85][C:84]3[C:79](=[CH:80][CH:81]=[C:82](Br)[CH:83]=3)[CH:78]=2)=[CH:75][N:76]=1)=[O:65])[CH:61]([CH3:63])[CH3:62].C(OC(N1CCCC1C1NC(C2C=CC(B3OC(C)(C)C(C)(C)O3)=CC=2)=CN=1)=O)(C)(C)C, predict the reaction product. (6) Given the reactants [ClH:1].[CH:2]1([NH:5][C:6]2[C:15]3[C:10](=[CH:11][CH:12]=[C:13]([C:16]4[CH:17]=[C:18]([CH:28]=[CH:29][CH:30]=4)[CH2:19][NH:20]C(=O)OC(C)(C)C)[CH:14]=3)[N:9]=[CH:8][N:7]=2)[CH2:4][CH2:3]1, predict the reaction product. The product is: [ClH:1].[ClH:1].[NH2:20][CH2:19][C:18]1[CH:17]=[C:16]([C:13]2[CH:14]=[C:15]3[C:10](=[CH:11][CH:12]=2)[N:9]=[CH:8][N:7]=[C:6]3[NH:5][CH:2]2[CH2:3][CH2:4]2)[CH:30]=[CH:29][CH:28]=1. (7) Given the reactants [N:1]1[CH:6]=[CH:5][CH:4]=[C:3]([C:7]([O:9][CH3:10])=[O:8])[C:2]=1[C:11]([O:13]C)=O.[F:15][C:16]1[CH:24]=[CH:23][C:19]([CH2:20][Mg]Cl)=[CH:18][CH:17]=1, predict the reaction product. The product is: [F:15][C:16]1[CH:24]=[CH:23][C:19]([CH2:20][C:11]([C:2]2[N:1]=[CH:6][CH:5]=[CH:4][C:3]=2[C:7]([O:9][CH3:10])=[O:8])=[O:13])=[CH:18][CH:17]=1.